This data is from Rat liver microsome stability data. The task is: Regression/Classification. Given a drug SMILES string, predict its absorption, distribution, metabolism, or excretion properties. Task type varies by dataset: regression for continuous measurements (e.g., permeability, clearance, half-life) or binary classification for categorical outcomes (e.g., BBB penetration, CYP inhibition). Dataset: rlm. (1) The compound is COC(O)=C1C(C)=NC(C)=C(C(=O)OCCCN2CCC(c3ccccc3)(c3ccccc3)CC2)C1c1cccc([N+](=O)[O-])c1. The result is 1 (stable in rat liver microsomes). (2) The molecule is Cc1ccc2c(C(c3ccccc3)C(C#N)C#N)c(-c3ccccc3)[nH]c2c1. The result is 1 (stable in rat liver microsomes). (3) The drug is Fc1cc(Nc2nc(-c3ccncc3)nc3ccccc23)ccc1N1CCCC1. The result is 1 (stable in rat liver microsomes). (4) The compound is COCCOc1cnc2ccn([C@H](C)c3nnc4c(F)cc(-c5cnn(C)c5)cn34)c(=O)c2c1. The result is 0 (unstable in rat liver microsomes). (5) The molecule is O=C(N[C@H](c1ccccn1)C1CCCC1)c1ccc2[nH]nc(-c3ccc(N4C5CCC4COC5)cc3)c2c1. The result is 0 (unstable in rat liver microsomes). (6) The compound is C=C[C@@H]1C[C@]1(NC(=O)[C@@H]1C[C@@](OC)(c2ccc(-c3ccncc3)cc2)CN1C(=O)[C@@H](NC(=O)OC1CCCC1)C(C)(C)C)C(=O)NS(=O)(=O)C1CC1. The result is 0 (unstable in rat liver microsomes).